This data is from Reaction yield outcomes from USPTO patents with 853,638 reactions. The task is: Predict the reaction yield, written as a fraction of the theoretical maximum amount of product (1.0 means a 100% yield; for example, 0.34 means a 34% yield). (1) The reactants are [Na].[CH3:2][C@@:3]1([C:10]2[CH:15]=[CH:14][C:13]([O:16][C@H:17]3[CH2:22][CH2:21][CH2:20][CH2:19][O:18]3)=[CH:12][CH:11]=2)[C:7](=[O:8])[NH:6][C:5](=[O:9])[NH:4]1.[I-].[K+].Cl[CH2:26][C:27]([O:29][CH3:30])=[O:28]. The catalyst is CO. The product is [CH3:2][C@@:3]1([C:10]2[CH:11]=[CH:12][C:13]([O:16][C@H:17]3[CH2:22][CH2:21][CH2:20][CH2:19][O:18]3)=[CH:14][CH:15]=2)[C:7](=[O:8])[N:6]([CH2:26][C:27]([O:29][CH3:30])=[O:28])[C:5](=[O:9])[NH:4]1. The yield is 0.710. (2) The reactants are [C:1]([O-])(=O)[CH3:2].[NH4+:5].[I:6][C:7]1[CH:15]=[C:11]([C:12]([OH:14])=O)[C:10]([NH2:16])=[CH:9][CH:8]=1.C([O-])([O-])(OCC)C.CO. The catalyst is O. The product is [I:6][C:7]1[CH:15]=[C:11]2[C:10](=[CH:9][CH:8]=1)[N:16]=[C:1]([CH3:2])[NH:5][C:12]2=[O:14]. The yield is 0.320. (3) The reactants are [CH3:1][NH:2][C@H:3]([CH2:5]/[CH:6]=[CH:7]/[C:8]1[CH:9]=[N:10][CH:11]=[C:12]([O:14][CH:15]([CH3:17])[CH3:16])[CH:13]=1)[CH3:4].[O:18]=[C:19]([OH:31])[C@@H:20]([C@H:22]([C@H:24]([C@@H:26]([C:28]([OH:30])=[O:29])[OH:27])[OH:25])[OH:23])[OH:21].O. The catalyst is C(O)C. The product is [O:18]=[C:19]([OH:31])[C@@H:20]([C@H:22]([C@H:24]([C@@H:26]([C:28]([OH:30])=[O:29])[OH:27])[OH:25])[OH:23])[OH:21].[CH3:1][NH:2][C@H:3]([CH2:5]/[CH:6]=[CH:7]/[C:8]1[CH:9]=[N:10][CH:11]=[C:12]([O:14][CH:15]([CH3:17])[CH3:16])[CH:13]=1)[CH3:4].[CH3:1][NH:2][C@H:3]([CH2:5]/[CH:6]=[CH:7]/[C:8]1[CH:9]=[N:10][CH:11]=[C:12]([O:14][CH:15]([CH3:17])[CH3:16])[CH:13]=1)[CH3:4]. The yield is 0.260. (4) The reactants are [CH:1]([CH:3]=O)=[O:2].[C:5]([NH:9][N:10]=[CH:11][C:12](=[O:14])[CH3:13])([CH3:8])([CH3:7])[CH3:6]. The yield is 0.690. The catalyst is O. The product is [OH:14][C:12]1[C:11]([C:1](=[O:2])[CH3:3])=[N:10][N:9]([C:5]([CH3:8])([CH3:7])[CH3:6])[CH:13]=1. (5) The reactants are [C:1]([O:5][C:6]([N:8]([CH3:55])[C:9]1[CH:10]=[C:11]([F:54])[CH:12]=[C:13]2[C:17]=1[NH:16][C:15]1[N:18]=[C:19]([O:38][C:39]3[CH:40]=[C:41]([C:52]#[N:53])[CH:42]=[C:43]([O:45][CH2:46][C:47]([O:49][CH2:50][CH3:51])=[O:48])[CH:44]=3)[N:20]=[C:21](OC3C=C(C#N)C=C(OCC(OCC)=O)C=3)[C:14]2=1)=[O:7])([CH3:4])([CH3:3])[CH3:2].[C:56]([O:60][C:61](=[O:68])[NH:62][CH2:63][CH:64]1[CH2:67][NH:66][CH2:65]1)([CH3:59])([CH3:58])[CH3:57]. The catalyst is CN1C(=O)CCC1. The product is [C:1]([O:5][C:6]([N:8]([CH3:55])[C:9]1[CH:10]=[C:11]([F:54])[CH:12]=[C:13]2[C:17]=1[NH:16][C:15]1[N:18]=[C:19]([O:38][C:39]3[CH:44]=[C:43]([CH:42]=[C:41]([C:52]#[N:53])[CH:40]=3)[O:45][CH2:46][C:47]([O:49][CH2:50][CH3:51])=[O:48])[N:20]=[C:21]([N:66]3[CH2:67][CH:64]([CH2:63][NH:62][C:61]([O:60][C:56]([CH3:59])([CH3:58])[CH3:57])=[O:68])[CH2:65]3)[C:14]2=1)=[O:7])([CH3:2])([CH3:3])[CH3:4]. The yield is 0.750. (6) The reactants are C1C2C(=CC=CC=2)[C@H](N)[C@@H]1O.[NH2:12][C:13]1[CH:14]=[CH:15][CH:16]=[C:17]2[C:22]=1[CH2:21][C:20](=[O:23])[CH2:19][CH2:18]2.[OH-].[K+]. The catalyst is C(O)(C)C.C1C=CC=CC=1.C1C=CC=CC=1.Cl[Ru]Cl.Cl[Ru]Cl. The product is [NH2:12][C:13]1[CH:14]=[CH:15][CH:16]=[C:17]2[C:22]=1[CH2:21][CH:20]([OH:23])[CH2:19][CH2:18]2. The yield is 0.650. (7) The reactants are [C:1]([O:5][C:6]([NH:8][C@H:9]1[C@@H:13]2[C@@H:14]3[C@@:27]([CH3:30])([CH2:28][CH2:29][C@@:12]2([C:46]([OH:48])=[O:47])[CH2:11][CH2:10]1)[C@@:26]1([CH3:31])[C@@H:17]([C@:18]2([CH3:45])[C@@H:23]([CH2:24][CH2:25]1)[C:22]([CH3:33])([CH3:32])[C:21]([C:34]1[CH2:39][CH2:38][CH:37]([C:40]([O:42]CC)=[O:41])[CH2:36][CH:35]=1)=[CH:20][CH2:19]2)[CH2:16][CH2:15]3)=[O:7])([CH3:4])([CH3:3])[CH3:2].[OH-].[Na+]. The catalyst is C(#N)C. The product is [C:1]([O:5][C:6]([NH:8][C@H:9]1[C@@H:13]2[C@@H:14]3[C@@:27]([CH3:30])([CH2:28][CH2:29][C@@:12]2([C:46]([OH:48])=[O:47])[CH2:11][CH2:10]1)[C@@:26]1([CH3:31])[C@@H:17]([C@:18]2([CH3:45])[C@@H:23]([CH2:24][CH2:25]1)[C:22]([CH3:33])([CH3:32])[C:21]([C:34]1[CH2:39][CH2:38][CH:37]([C:40]([OH:42])=[O:41])[CH2:36][CH:35]=1)=[CH:20][CH2:19]2)[CH2:16][CH2:15]3)=[O:7])([CH3:2])([CH3:3])[CH3:4]. The yield is 0.250. (8) The reactants are Cl[CH2:2][C:3]([CH3:6])([OH:5])[CH3:4].[C:7]1(=[O:17])[NH:11][C:10](=[O:12])[C:9]2=[CH:13][CH:14]=[CH:15][CH:16]=[C:8]12.[K].[I-].[Na+]. The catalyst is CN(C=O)C. The product is [OH:5][C:3]([CH3:6])([CH3:4])[CH2:2][C:9]12[CH:13]=[CH:14][CH:15]=[CH:16][CH:8]1[C:7]([NH:11][C:10]2=[O:12])=[O:17]. The yield is 0.370. (9) The reactants are [NH2:1][CH:2]([C:16]1[CH:21]=[CH:20][CH:19]=[CH:18][CH:17]=1)[CH:3]1[CH2:8][CH2:7][N:6]([C:9](OC(C)(C)C)=O)[CH2:5][CH2:4]1.[H-].[H-].[H-].[H-].[Li+].[Al+3]. The catalyst is C1COCC1. The product is [CH3:9][N:6]1[CH2:7][CH2:8][CH:3]([CH:2]([C:16]2[CH:21]=[CH:20][CH:19]=[CH:18][CH:17]=2)[NH2:1])[CH2:4][CH2:5]1. The yield is 0.630. (10) The reactants are [Cl:1][C:2]1[C:7]([C:8]([OH:10])=[O:9])=[C:6]([C:11]([F:14])([F:13])[F:12])[N:5]=[CH:4][CH:3]=1.[N+](=[CH2:17])=[N-].N(N(C)C(N)=O)=O.C(O)(=O)C. The catalyst is C(OCC)(=O)C.C(OCC)C. The product is [Cl:1][C:2]1[C:7]([C:8]([O:10][CH3:17])=[O:9])=[C:6]([C:11]([F:14])([F:12])[F:13])[N:5]=[CH:4][CH:3]=1. The yield is 0.990.